Dataset: Reaction yield outcomes from USPTO patents with 853,638 reactions. Task: Predict the reaction yield, written as a fraction of the theoretical maximum amount of product (1.0 means a 100% yield; for example, 0.34 means a 34% yield). (1) The reactants are [Cl-].[CH3:2][S+](C)(C)=O.[H-].[Na+].[CH3:9][O:10][C:11]([C:13]1[S:14][C:15]([C:35]#[C:36][C:37]([CH3:40])([CH3:39])[CH3:38])=[CH:16][C:17]=1[N:18]([C:26]([C@@H:28]1[CH2:33][CH2:32][C:31]([CH3:34])=[CH:30][CH2:29]1)=[O:27])[CH:19]1[CH2:24][CH2:23][C:22](=[O:25])[CH2:21][CH2:20]1)=[O:12].C(O)(=O)CC(CC(O)=O)(C(O)=O)O. The catalyst is CS(C)=O.C1COCC1. The product is [CH3:9][O:10][C:11]([C:13]1[S:14][C:15]([C:35]#[C:36][C:37]([CH3:40])([CH3:39])[CH3:38])=[CH:16][C:17]=1[N:18]([C:26]([C@@H:28]1[CH2:33][CH2:32][C:31]([CH3:34])=[CH:30][CH2:29]1)=[O:27])[CH:19]1[CH2:20][CH2:21][C:22]2([O:25][CH2:2]2)[CH2:23][CH2:24]1)=[O:12]. The yield is 0.700. (2) The reactants are C([O:4][C@@H:5]([C:12](=[O:59])[NH:13][C:14]1[CH:19]=[CH:18][CH:17]=[C:16]([C:20]2[C:28]3[C:23](=[CH:24][CH:25]=[C:26]([C:29]4[N:33]=[CH:32][N:31](C(C5C=CC=CC=5)(C5C=CC=CC=5)C5C=CC=CC=5)[N:30]=4)[CH:27]=3)[N:22](C3CCCCO3)[N:21]=2)[CH:15]=1)[C:6]1[CH:11]=[CH:10][CH:9]=[CH:8][CH:7]=1)(=O)C.C([O-])(O)=O.[Na+]. The catalyst is Cl.O1CCOCC1. The product is [NH:31]1[CH:32]=[N:33][C:29]([C:26]2[CH:27]=[C:28]3[C:23](=[CH:24][CH:25]=2)[NH:22][N:21]=[C:20]3[C:16]2[CH:15]=[C:14]([NH:13][C:12](=[O:59])[C@H:5]([OH:4])[C:6]3[CH:7]=[CH:8][CH:9]=[CH:10][CH:11]=3)[CH:19]=[CH:18][CH:17]=2)=[N:30]1. The yield is 0.350. (3) The reactants are [CH3:1][O:2][CH2:3][CH2:4][O:5][CH2:6]Cl.[OH:8][C:9]1[CH:16]=[CH:15][C:12]([CH:13]=[O:14])=[CH:11][CH:10]=1.C([O-])([O-])=O.[K+].[K+]. The catalyst is CC(C)=O. The product is [CH3:1][O:2][CH2:3][CH2:4][O:5][CH2:6][O:8][C:9]1[CH:16]=[CH:15][C:12]([CH:13]=[O:14])=[CH:11][CH:10]=1. The yield is 0.800. (4) The reactants are [Cl:1][C:2]1[C:3]([C:12]([OH:14])=[O:13])=[N:4][C:5]([Cl:11])=[C:6]([Cl:10])[C:7]=1NN.O.Cl[O-].[Na+].Cl. The catalyst is [OH-].[Na+]. The product is [Cl:1][C:2]1[C:3]([C:12]([OH:14])=[O:13])=[N:4][C:5]([Cl:11])=[C:6]([Cl:10])[CH:7]=1. The yield is 0.880.